The task is: Predict the product of the given reaction.. This data is from Forward reaction prediction with 1.9M reactions from USPTO patents (1976-2016). (1) Given the reactants [CH3:1][O:2][C:3](=[O:15])[CH2:4][CH:5]1[C:14]2[C:9](=[CH:10][CH:11]=[CH:12][CH:13]=2)[CH2:8][CH2:7][NH:6]1.C(N(CC)CC)C.[Cl:23][C:24]1[CH:25]=[C:26]([S:31](Cl)(=[O:33])=[O:32])[CH:27]=[CH:28][C:29]=1[Cl:30].Cl, predict the reaction product. The product is: [Cl:23][C:24]1[CH:25]=[C:26]([S:31]([N:6]2[CH2:7][CH2:8][C:9]3[C:14](=[CH:13][CH:12]=[CH:11][CH:10]=3)[CH:5]2[CH2:4][C:3]([O:2][CH3:1])=[O:15])(=[O:32])=[O:33])[CH:27]=[CH:28][C:29]=1[Cl:30]. (2) Given the reactants [Br:1][C:2]1[C:7]([OH:8])=[CH:6][CH:5]=[C:4]([Br:9])[N:3]=1.[CH2:10](O)[CH2:11][CH:12]=[CH2:13].C1C=CC(P(C2C=CC=CC=2)C2C=CC=CC=2)=CC=1.N(C(OCC)=O)=NC(OCC)=O, predict the reaction product. The product is: [Br:1][C:2]1[C:7]([O:8][CH2:13][CH2:12][CH:11]=[CH2:10])=[CH:6][CH:5]=[C:4]([Br:9])[N:3]=1.